This data is from Forward reaction prediction with 1.9M reactions from USPTO patents (1976-2016). The task is: Predict the product of the given reaction. (1) Given the reactants [N+:1]([C:4]1[CH:9]=[CH:8][C:7]([C:10](=O)[C:11](=[N:16][NH:17][C:18]2[CH:23]=[CH:22][C:21]([S:24]([OH:27])(=[O:26])=[O:25])=[CH:20][CH:19]=2)[C:12]([O:14]C)=O)=[CH:6][CH:5]=1)([O-:3])=[O:2].[F:29][C:30]1[CH:35]=[CH:34][C:33]([NH:36][NH2:37])=[CH:32][CH:31]=1.Cl, predict the reaction product. The product is: [N+:1]([C:4]1[CH:9]=[CH:8][C:7]([C:10]2[C:11](=[N:16][NH:17][C:18]3[CH:19]=[CH:20][C:21]([S:24]([OH:27])(=[O:25])=[O:26])=[CH:22][CH:23]=3)[C:12](=[O:14])[N:36]([C:33]3[CH:34]=[CH:35][C:30]([F:29])=[CH:31][CH:32]=3)[N:37]=2)=[CH:6][CH:5]=1)([O-:3])=[O:2]. (2) Given the reactants [C:1]([C:3]1[CH:8]=[CH:7][C:6]([N:9]2[C@@H:13]([C:14](OC)=[O:15])[CH2:12][N:11]([CH3:18])[C:10]2=[O:19])=[CH:5][C:4]=1[C:20]([F:23])([F:22])[F:21])#[N:2].[BH4-].[Na+], predict the reaction product. The product is: [F:23][C:20]([F:21])([F:22])[C:4]1[CH:5]=[C:6]([N:9]2[C@@H:13]([CH2:14][OH:15])[CH2:12][N:11]([CH3:18])[C:10]2=[O:19])[CH:7]=[CH:8][C:3]=1[C:1]#[N:2]. (3) Given the reactants Cl.[CH3:2][N:3]1[C:11]2[CH:10]=[CH:9][C:8]([S:12]([C:15]3[CH:20]=[CH:19][CH:18]=[CH:17][CH:16]=3)(=[O:14])=[O:13])=[CH:7][C:6]=2[C:5]2[CH2:21][CH2:22][NH:23][CH2:24][CH2:25][C:4]1=2.C=O.[C:28]([BH3-])#N.[Na+], predict the reaction product. The product is: [CH3:28][N:23]1[CH2:22][CH2:21][C:5]2[C:6]3[CH:7]=[C:8]([S:12]([C:15]4[CH:20]=[CH:19][CH:18]=[CH:17][CH:16]=4)(=[O:13])=[O:14])[CH:9]=[CH:10][C:11]=3[N:3]([CH3:2])[C:4]=2[CH2:25][CH2:24]1.